Dataset: Forward reaction prediction with 1.9M reactions from USPTO patents (1976-2016). Task: Predict the product of the given reaction. The product is: [C:1]([O:5][C:6](=[O:17])[CH2:7][O:8][C:9]1[CH:14]=[CH:13][CH:12]=[CH:11][C:10]=1[I:18])([CH3:4])([CH3:3])[CH3:2]. Given the reactants [C:1]([O:5][C:6](=[O:17])[CH2:7][O:8][C:9]1[CH:14]=[CH:13][C:12](Cl)=[CH:11][C:10]=1Br)([CH3:4])([CH3:3])[CH3:2].[I:18]C1C=CC=CC=1O.BrCC(OC(C)(C)C)=O, predict the reaction product.